This data is from Reaction yield outcomes from USPTO patents with 853,638 reactions. The task is: Predict the reaction yield, written as a fraction of the theoretical maximum amount of product (1.0 means a 100% yield; for example, 0.34 means a 34% yield). (1) The reactants are [N:1]1[CH:6]=[CH:5][CH:4]=[CH:3][C:2]=1[NH:7][C:8]([N:10]1[C@@H:16]2[CH2:17][N:13]([CH2:14][CH2:15]2)[C:12]2[CH:18]=[CH:19][C:20]([C:22](O)=[O:23])=[N:21][C:11]1=2)=[O:9].CN(C(ON1N=NC2[CH:36]=[CH:37][CH:38]=[N:39]C1=2)=[N+](C)C)C.F[P-](F)(F)(F)(F)F.CCN(C(C)C)C(C)C.C1(N)CC1. The catalyst is CN(C)C=O. The product is [CH:38]1([NH:39][C:22]([C:20]2[CH:19]=[CH:18][C:12]3[N:13]4[CH2:17][C@H:16]([CH2:15][CH2:14]4)[N:10]([C:8]([NH:7][C:2]4[CH:3]=[CH:4][CH:5]=[CH:6][N:1]=4)=[O:9])[C:11]=3[N:21]=2)=[O:23])[CH2:36][CH2:37]1. The yield is 0.500. (2) The reactants are [SH:1][CH2:2][CH2:3][S:4][CH2:5][CH2:6][SH:7].[Cl:8][CH2:9][CH2:10][C:11](Cl)=[O:12].[ClH:14].[C:15](=[O:18])(O)[O-].[Na+].[C:20]1([CH3:26])C=CC=CC=1. No catalyst specified. The product is [Cl:8][CH2:9][CH2:10][C:11]([S:1][CH2:2][CH2:3][S:4][CH2:5][CH2:6][S:7][C:15](=[O:18])[CH2:26][CH2:20][Cl:14])=[O:12]. The yield is 0.900. (3) The reactants are [CH2:1]([N:8]1[CH2:13][CH2:12][CH:11]([NH:14][CH2:15][C:16]2[CH:21]=[CH:20][CH:19]=[CH:18][C:17]=2[N+:22]([O-])=O)[CH2:10][CH2:9]1)[C:2]1[CH:7]=[CH:6][CH:5]=[CH:4][CH:3]=1.C(O)(=[O:27])C. The catalyst is [Zn]. The product is [NH2:22][C:17]1[CH:18]=[CH:19][C:20]([OH:27])=[CH:21][C:16]=1[CH2:15][NH:14][CH:11]1[CH2:12][CH2:13][N:8]([CH2:1][C:2]2[CH:7]=[CH:6][CH:5]=[CH:4][CH:3]=2)[CH2:9][CH2:10]1. The yield is 0.790. (4) The reactants are [CH2:1]1[C:9]2[C:4](=[CH:5][CH:6]=[CH:7][CH:8]=2)[CH2:3][CH:2]1[CH2:10][CH2:11]O.N1C=CN=C1.C1(P(C2C=CC=CC=2)C2C=CC=CC=2)C=CC=CC=1.[I-:37]. The catalyst is C1(C)C=CC=CC=1. The product is [I:37][CH2:11][CH2:10][CH:2]1[CH2:3][C:4]2[C:9](=[CH:8][CH:7]=[CH:6][CH:5]=2)[CH2:1]1. The yield is 0.870. (5) The reactants are [F:1][C:2]1[CH:3]=[C:4]([CH:23]=[CH:24][C:25]=1[O:26]C)[C:5]([N:7]([C:16]1[CH:21]=[CH:20][C:19]([F:22])=[CH:18][CH:17]=1)[C:8]1[CH:13]=[CH:12][C:11]([O:14]C)=[CH:10][CH:9]=1)=[O:6].B(Br)(Br)Br. The catalyst is C(Cl)Cl. The product is [F:1][C:2]1[CH:3]=[C:4]([CH:23]=[CH:24][C:25]=1[OH:26])[C:5]([N:7]([C:16]1[CH:21]=[CH:20][C:19]([F:22])=[CH:18][CH:17]=1)[C:8]1[CH:13]=[CH:12][C:11]([OH:14])=[CH:10][CH:9]=1)=[O:6]. The yield is 0.816.